From a dataset of Experimentally validated miRNA-target interactions with 360,000+ pairs, plus equal number of negative samples. Binary Classification. Given a miRNA mature sequence and a target amino acid sequence, predict their likelihood of interaction. (1) The miRNA is mmu-miR-5106 with sequence AGGUCUGUAGCUCAGUUGGCAGA. The protein sequence of the target gene is MAGLSGAQIPDGEFTALVYRLIRDARYAEAVQLLGRELQRSPRSRAGLSLLGYCYYRLQEFALAAECYEQLGQLHPELEQYRLYQAQALYKACLYPEATRVAFLLLDNPAYHSRVLRLQAAIKYSEGDLPGSRSLVEQLLSGEGGEESGGDNETDGQVNLGCLLYKEGQYEAACSKFSATLQASGYQPDLSYNLALAYYSSRQYASALKHIAEIIERGIRQHPELGVGMTTEGFDVRSVGNTLVLHQTALVEAFNLKAAIEYQLRNYEVAQETLTDMPPRAEEELDPVTLHNQALMNMDA.... Result: 0 (no interaction). (2) The miRNA is hsa-miR-6870-3p with sequence GCUCAUCCCCAUCUCCUUUCAG. The protein sequence of the target gene is MGPLQFRDVAIEFSLEEWHCLDTAQRNLYRNVMLENYSNLVFLGITVSKPDLITCLEQGRKPLTMKRNEMIAKPSVMCSHFAQDLWPEQSMKDSFQKVVLRRYEKCEHDNLQLKKGCISVDECKVHKEGYNELNQCLTTTPRKICQCDKYVKVLHQFPNSNGQKRGHTGKKPFKYIECGKAFKQFSTLTTHKKIHTGGKPYKCEECGKAFNHSCSLTRHKKIHTGEKPYKCEECGKAFKHSSTLTTHKRNHTGEKPYKCDKCGKAFMSSSTLSKHEIIHTEKKPYKCEECGKAFNRSSTL.... Result: 1 (interaction). (3) Result: 0 (no interaction). The protein sequence of the target gene is MREPALAASAMAYHPFHAPRPADFPMSAFLAAAQPSFFPALALPPGALGKPLPDPGLAGAAAAAAAAAAAAEAGLHVSALGPHPPAAHLRSLKSLEPEDEVEDDPKVTLEAKELWDQFHKLGTEMVITKSGRRMFPPFKVRVSGLDKKAKYILLMDIVAADDCRYKFHNSRWMVAGKADPEMPKRMYIHPDSPATGEQWMAKPVAFHKLKLTNNISDKHGFTILNSMHKYQPRFHIVRANDILKLPYSTFRTYVFPETDFIAVTAYQNDKITQLKIDNNPFAKGFRDTGNGRREKRKQLT.... The miRNA is hsa-miR-4753-5p with sequence CAAGGCCAAAGGAAGAGAACAG. (4) The miRNA is mmu-miR-6997-3p with sequence UCAAACCUUACCCUCCUGUUUCC. The protein sequence of the target gene is MSQPSLWKDSHYFIMWASCCNWFCLDGQPEEAPPPQGARTQAYSNPGYSSFPSPTGSEPSCKACGVHFASTTRKQTCLDCKKNFCMTCSSQEGNGPRLCLLCLRFRATAFQREELMKMKVKDLRDYLSLHDISTEMCREKEELVFLVLGQQPVISEADRTRVPHLPQAFPEQQAFLTQPQTSTVPPTSPGLPSSPAQVTSVPLAQDQETQQAVGHVSQDHEEPIFPESTARVPTEDETQSVDSEDSFVPGRRASLSDLTHLEDIEGLTVRQLKEILARNFVNYKGCCEKWELMERVTRLY.... Result: 0 (no interaction).